From a dataset of Catalyst prediction with 721,799 reactions and 888 catalyst types from USPTO. Predict which catalyst facilitates the given reaction. (1) Reactant: [OH:1][C:2]1[CH:7]=[CH:6][C:5]([C:8]([C:28]2[CH:33]=[CH:32][C:31]([OH:34])=[CH:30][CH:29]=2)=[C:9]([C:13]2[CH:18]=[CH:17][C:16]([O:19][CH2:20][CH2:21][CH2:22][C:23]([O:25]CC)=[O:24])=[CH:15][CH:14]=2)[CH2:10][CH2:11][CH3:12])=[CH:4][CH:3]=1.[OH-].[Na+].CCO. Product: [OH:34][C:31]1[CH:30]=[CH:29][C:28]([C:8]([C:5]2[CH:4]=[CH:3][C:2]([OH:1])=[CH:7][CH:6]=2)=[C:9]([C:13]2[CH:18]=[CH:17][C:16]([O:19][CH2:20][CH2:21][CH2:22][C:23]([OH:25])=[O:24])=[CH:15][CH:14]=2)[CH2:10][CH2:11][CH3:12])=[CH:33][CH:32]=1. The catalyst class is: 1. (2) Reactant: CCN(C(C)C)C(C)C.[NH2:10][C@H:11]([C:13]1[C:14](=[O:24])[NH:15][C:16]2[C:21]([CH:22]=1)=[CH:20][C:19]([Cl:23])=[CH:18][CH:17]=2)[CH3:12].Cl[C:26]1[N:31]=[C:30]([C:32]([NH2:34])=[O:33])[CH:29]=[CH:28][N:27]=1.CCOC(C)=O. Product: [Cl:23][C:19]1[CH:20]=[C:21]2[C:16](=[CH:17][CH:18]=1)[NH:15][C:14](=[O:24])[C:13]([C@@H:11]([NH:10][C:26]1[N:31]=[C:30]([C:32]([NH2:34])=[O:33])[CH:29]=[CH:28][N:27]=1)[CH3:12])=[CH:22]2. The catalyst class is: 16. (3) Reactant: [CH3:1][C@@H:2]1[NH:7][CH2:6][CH2:5][N:4]([C:8]([O:10][C:11]([CH3:14])([CH3:13])[CH3:12])=[O:9])[CH2:3]1.[CH3:15][C:16]1[S:17][C:18]2[CH:24]=[CH:23][C:22]([O:25][CH2:26][C@H:27]3[CH2:29][O:28]3)=[CH:21][C:19]=2[N:20]=1. Product: [OH:28][C@H:27]([CH2:26][O:25][C:22]1[CH:23]=[CH:24][C:18]2[S:17][C:16]([CH3:15])=[N:20][C:19]=2[CH:21]=1)[CH2:29][N:7]1[CH2:6][CH2:5][N:4]([C:8]([O:10][C:11]([CH3:13])([CH3:12])[CH3:14])=[O:9])[CH2:3][C@@H:2]1[CH3:1]. The catalyst class is: 8. (4) Reactant: I.[N+:2]([C:5]1[CH:9]=[CH:8][S:7][C:6]=1[S:10]([NH2:13])(=[O:12])=[O:11])([O-])=O. Product: [NH2:2][C:5]1[CH:9]=[CH:8][S:7][C:6]=1[S:10]([NH2:13])(=[O:12])=[O:11]. The catalyst class is: 13. (5) Reactant: [OH:1][C:2]1[C:7]2[C:8](=[O:22])[N:9]([C:16]3[CH:21]=[CH:20][CH:19]=[CH:18][CH:17]=3)[C:10]3[CH:11]=[CH:12][CH:13]=[CH:14][C:15]=3[C:6]=2[O:5][C:4](=[O:23])[C:3]=1[S:24][C:25]1[CH:30]=[CH:29][C:28]([N+:31]([O-])=O)=[CH:27][CH:26]=1.O.O.[Sn](Cl)Cl.O. Product: [NH2:31][C:28]1[CH:29]=[CH:30][C:25]([S:24][C:3]2[C:4](=[O:23])[O:5][C:6]3[C:15]4[CH:14]=[CH:13][CH:12]=[CH:11][C:10]=4[N:9]([C:16]4[CH:21]=[CH:20][CH:19]=[CH:18][CH:17]=4)[C:8](=[O:22])[C:7]=3[C:2]=2[OH:1])=[CH:26][CH:27]=1. The catalyst class is: 8.